From a dataset of Catalyst prediction with 721,799 reactions and 888 catalyst types from USPTO. Predict which catalyst facilitates the given reaction. (1) Reactant: [O:1]1[C:5]2[CH:6]=[CH:7][C:8]([CH2:10][CH2:11][NH2:12])=[CH:9][C:4]=2[O:3][CH2:2]1.[Cl:13][C:14]1[CH:15]=[C:16]2[C:21](=[CH:22][C:23]=1[O:24][C:25]1[CH:33]=[CH:32][C:28]([C:29](O)=[O:30])=[CH:27][CH:26]=1)[O:20][CH2:19][CH2:18][CH:17]2[C:34]([O:36][CH2:37][CH3:38])=[O:35].Cl.CN(C)CCCN=C=NCC.ON1C2N=CC=CC=2N=N1. Product: [O:1]1[C:5]2[CH:6]=[CH:7][C:8]([CH2:10][CH2:11][NH:12][C:29]([C:28]3[CH:27]=[CH:26][C:25]([O:24][C:23]4[CH:22]=[C:21]5[C:16]([CH:17]([C:34]([O:36][CH2:37][CH3:38])=[O:35])[CH2:18][CH2:19][O:20]5)=[CH:15][C:14]=4[Cl:13])=[CH:33][CH:32]=3)=[O:30])=[CH:9][C:4]=2[O:3][CH2:2]1. The catalyst class is: 3. (2) Reactant: [NH2:1][C@@H:2]1[CH2:6][CH2:5][N:4]([C:7]2[CH:14]=[C:13]([C:15]([F:18])([F:17])[F:16])[CH:12]=[CH:11][C:8]=2[CH:9]=[O:10])[CH2:3]1.C(Cl)Cl.C(N(CC)CC)C.[CH3:29][S:30](Cl)(=[O:32])=[O:31]. Product: [CH:9]([C:8]1[CH:11]=[CH:12][C:13]([C:15]([F:18])([F:16])[F:17])=[CH:14][C:7]=1[N:4]1[CH2:5][CH2:6][C@@H:2]([NH:1][S:30]([CH3:29])(=[O:32])=[O:31])[CH2:3]1)=[O:10]. The catalyst class is: 6. (3) Reactant: [NH2:1][CH:2]1[CH2:7][CH2:6][N:5]([CH2:8][CH2:9][N:10]2[C:19]3[C:14](=[CH:15][CH:16]=[C:17]([O:20][CH3:21])[CH:18]=3)[N:13]=[CH:12][C:11]2=[O:22])[CH2:4][CH2:3]1.[N:23]1[C:28]2[O:29][CH2:30][CH2:31][O:32][C:27]=2[CH:26]=[C:25]([CH:33]=O)[N:24]=1.C(O[BH-](OC(=O)C)OC(=O)C)(=O)C.[Na+].C(O[BH3-])(=O)C.C(=O)(O)[O-].[Na+].C(Cl)(Cl)[Cl:60]. Product: [ClH:60].[ClH:60].[N:23]1[C:28]2[O:29][CH2:30][CH2:31][O:32][C:27]=2[CH:26]=[C:25]([CH2:33][NH:1][CH:2]2[CH2:3][CH2:4][N:5]([CH2:8][CH2:9][N:10]3[C:19]4[C:14](=[CH:15][CH:16]=[C:17]([O:20][CH3:21])[CH:18]=4)[N:13]=[CH:12][C:11]3=[O:22])[CH2:6][CH2:7]2)[N:24]=1. The catalyst class is: 5. (4) Reactant: Cl[CH2:2][CH2:3][CH2:4][S:5]([O:8][CH2:9][C:10]([CH3:25])([CH3:24])[C@@H:11]([OH:23])[C:12]([O:14][C@H:15]([C:17]1[CH:22]=[CH:21][CH:20]=[CH:19][CH:18]=1)[CH3:16])=[O:13])(=[O:7])=[O:6].[N-:26]=[N+:27]=[N-:28].[Na+]. Product: [N:26]([CH2:2][CH2:3][CH2:4][S:5]([O:8][CH2:9][C:10]([CH3:25])([CH3:24])[C@@H:11]([OH:23])[C:12]([O:14][C@H:15]([C:17]1[CH:22]=[CH:21][CH:20]=[CH:19][CH:18]=1)[CH3:16])=[O:13])(=[O:7])=[O:6])=[N+:27]=[N-:28]. The catalyst class is: 16. (5) Reactant: [OH-].[OH:2][CH2:3][CH2:4][N+:5]([CH3:8])([CH3:7])[CH3:6].[F:9][C:10]1[C:28]([N:29]2[CH2:34][CH2:33][N:32]([C:35]3[CH:40]=[CH:39][C:38]([F:41])=[CH:37][CH:36]=3)[CH2:31][CH2:30]2)=[CH:27][C:13]2=[N:14][C:15]3[N:16]([CH3:26])[CH:17]=[C:18]([C:23]([OH:25])=[O:24])[C:19](=[O:22])[C:20]=3[CH:21]=[C:12]2[CH:11]=1. Product: [OH:2][CH2:3][CH2:4][N+:5]([CH3:8])([CH3:7])[CH3:6].[F:9][C:10]1[C:28]([N:29]2[CH2:30][CH2:31][N:32]([C:35]3[CH:40]=[CH:39][C:38]([F:41])=[CH:37][CH:36]=3)[CH2:33][CH2:34]2)=[CH:27][C:13]2=[N:14][C:15]3[N:16]([CH3:26])[CH:17]=[C:18]([C:23]([O-:25])=[O:24])[C:19](=[O:22])[C:20]=3[CH:21]=[C:12]2[CH:11]=1. The catalyst class is: 5. (6) Reactant: [CH3:1][N:2]1[CH2:7][CH2:6][N:5]([CH3:8])[CH:4]([C:9]2[CH:14]=[CH:13][C:12]([N+:15]([O-])=O)=[CH:11][CH:10]=2)[C:3]1=[O:18]. Product: [NH2:15][C:12]1[CH:11]=[CH:10][C:9]([CH:4]2[N:5]([CH3:8])[CH2:6][CH2:7][N:2]([CH3:1])[C:3]2=[O:18])=[CH:14][CH:13]=1. The catalyst class is: 29.